Dataset: Forward reaction prediction with 1.9M reactions from USPTO patents (1976-2016). Task: Predict the product of the given reaction. Given the reactants CN(C)[CH2:3][C:4]#[C:5][C:6]1[CH:7]=[C:8]([C@@H:12]2[C@@H:16]([C:17]3[CH:22]=[CH:21][CH:20]=[C:19]([F:23])[CH:18]=3)[O:15][C:14](=[O:24])[NH:13]2)[CH:9]=[N:10][CH:11]=1.BrC1C=C([C@@H]2[C@@H](C3C=CC=C(F)C=3)OC(=O)N2)C=NC=1.C(C1[CH2:53][CH2:52][O:51][CH2:50][CH2:49]1)#C, predict the reaction product. The product is: [F:23][C:19]1[CH:18]=[C:17]([C@H:16]2[O:15][C:14](=[O:24])[NH:13][C@@H:12]2[C:8]2[CH:9]=[N:10][CH:11]=[C:6]([C:5]#[C:4][CH:3]3[CH2:53][CH2:52][O:51][CH2:50][CH2:49]3)[CH:7]=2)[CH:22]=[CH:21][CH:20]=1.